From a dataset of Full USPTO retrosynthesis dataset with 1.9M reactions from patents (1976-2016). Predict the reactants needed to synthesize the given product. (1) Given the product [Si:21]([O:1][CH:2]([CH2:15][OH:16])[CH2:3][NH:4][C:5](=[O:14])[O:6][CH2:7][C:8]1[CH:13]=[CH:12][CH:11]=[CH:10][CH:9]=1)([C:18]([CH3:20])([CH3:19])[CH3:17])([CH3:23])[CH3:22], predict the reactants needed to synthesize it. The reactants are: [OH:1][CH:2]([CH2:15][OH:16])[CH2:3][NH:4][C:5](=[O:14])[O:6][CH2:7][C:8]1[CH:13]=[CH:12][CH:11]=[CH:10][CH:9]=1.[CH3:17][C:18]([Si:21](Cl)([CH3:23])[CH3:22])([CH3:20])[CH3:19].N1C=CN=C1.C1(C)C=CC(S(O)(=O)=O)=CC=1. (2) Given the product [NH:34]1[CH2:35][CH2:36][CH:37]([NH:40][C:41]2[N:42]=[CH:43][C:44]([O:47][CH2:48][CH:49]([OH:50])[CH2:53][OH:52])=[CH:45][CH:46]=2)[CH2:38][CH2:39]1, predict the reactants needed to synthesize it. The reactants are: ClC1C=CC(CN2CCC(NC3C=CC(C#N)=CC=3)CC2)=CC=1OCC.C(OC([N:34]1[CH2:39][CH2:38][CH:37]([N:40](C(OC(C)(C)C)=O)[C:41]2[CH:46]=[CH:45][C:44]([O:47][CH2:48][CH:49]3[CH2:53][O:52]C(C)(C)[O:50]3)=[CH:43][N:42]=2)[CH2:36][CH2:35]1)=O)(C)(C)C.Cl. (3) Given the product [N:26]1([C:23]2[CH:24]=[CH:25][C:20]([NH:19][C:18]([C:14]3[CH:13]=[C:12]([C:9]4[CH:10]=[CH:11][C:6]([C:4]([OH:5])=[O:3])=[CH:7][CH:8]=4)[CH:17]=[CH:16][CH:15]=3)=[O:32])=[CH:21][CH:22]=2)[CH2:31][CH2:30][O:29][CH2:28][CH2:27]1, predict the reactants needed to synthesize it. The reactants are: C([O:3][C:4]([C:6]1[CH:11]=[CH:10][C:9]([C:12]2[CH:17]=[CH:16][CH:15]=[C:14]([C:18](=[O:32])[NH:19][C:20]3[CH:25]=[CH:24][C:23]([N:26]4[CH2:31][CH2:30][O:29][CH2:28][CH2:27]4)=[CH:22][CH:21]=3)[CH:13]=2)=[CH:8][CH:7]=1)=[O:5])C. (4) The reactants are: OC[C:3]1[N:7]([C:8]2[CH:9]=[C:10]([C:14]3[CH2:20][C:19](=[O:21])[NH:18][C:17]4[CH:22]=[C:23]([CH3:32])[C:24]([N:26]([CH2:28][CH:29]([CH3:31])[CH3:30])[CH3:27])=[CH:25][C:16]=4[N:15]=3)[CH:11]=[CH:12][CH:13]=2)[N:6]=[N:5][CH:4]=1.S(Cl)(Cl)=O.[Cl-].[CH:38]1(N)[CH2:40][CH2:39]1.[CH3:42][N:43](C=O)C. Given the product [CH:38]1([NH:5][CH2:4][C:3]2[N:7]([C:8]3[CH:9]=[C:10]([C:14]4[CH2:20][C:19](=[O:21])[NH:18][C:17]5[CH:22]=[C:23]([CH3:32])[C:24]([N:26]([CH2:28][CH:29]([CH3:31])[CH3:30])[CH3:27])=[CH:25][C:16]=5[N:15]=4)[CH:11]=[CH:12][CH:13]=3)[N:6]=[CH:42][N:43]=2)[CH2:40][CH2:39]1, predict the reactants needed to synthesize it. (5) Given the product [Cl:1][C:2]1[CH:3]=[CH:4][C:5]([CH3:11])=[C:6]([N:8]2[C:17](=[O:19])[CH2:16][O:15][N:14]([CH2:13][CH3:20])[C:9]2=[S:10])[CH:7]=1, predict the reactants needed to synthesize it. The reactants are: [Cl:1][C:2]1[CH:3]=[CH:4][C:5]([CH3:11])=[C:6]([N:8]=[C:9]=[S:10])[CH:7]=1.Cl.[CH3:13][NH:14][O:15][CH2:16][C:17]([OH:19])=O.[CH2:20](N(CC)CC)C. (6) Given the product [NH2:1][C:4]1[CH:5]=[N:6][CH:7]=[C:8]([CH:12]=1)[C:9]([NH2:11])=[O:10], predict the reactants needed to synthesize it. The reactants are: [N:1]([C:4]1[CH:5]=[N:6][CH:7]=[C:8]([CH:12]=1)[C:9]([NH2:11])=[O:10])=[N+]=[N-].[H][H]. (7) Given the product [F:30][C:28]([F:29])([F:31])[C:25]1[CH:24]=[CH:23][C:22]([N:19]2[CH2:20][CH2:21][CH:16]([CH2:15][NH2:14])[CH2:17][CH2:18]2)=[CH:27][CH:26]=1, predict the reactants needed to synthesize it. The reactants are: FC(F)(F)C(O)=O.C(OC(=O)[NH:14][CH2:15][CH:16]1[CH2:21][CH2:20][N:19]([C:22]2[CH:27]=[CH:26][C:25]([C:28]([F:31])([F:30])[F:29])=[CH:24][CH:23]=2)[CH2:18][CH2:17]1)(C)(C)C.